Dataset: Cav3 T-type calcium channel HTS with 100,875 compounds. Task: Binary Classification. Given a drug SMILES string, predict its activity (active/inactive) in a high-throughput screening assay against a specified biological target. (1) The compound is Clc1c(C2NC(=O)N(C(=C2C(OC)=O)C)CCCC(O)=O)cccc1Cl. The result is 0 (inactive). (2) The result is 0 (inactive). The compound is S(=O)(=O)(N1CC(CCC1)C(=O)NCCC=1CCCCC1)c1c(cc(cc1C)C)C. (3) The molecule is s1c2c(=O)n(CC(=O)NC3CCCCCC3)c(=O)[nH]c2cc1. The result is 0 (inactive). (4) The molecule is S(c1n(Cc2occc2)c(=O)c2c(n1)cccc2)Cc1sc2c(n1)cccc2. The result is 0 (inactive). (5) The drug is O1CCN(Cc2n(c3c(n2)n(c(=O)[nH]c3=O)C)CC(OCC)=O)CC1. The result is 0 (inactive). (6) The compound is Clc1c(CS(=O)(=O)N2CCN(CC2)c2c(OC)cccc2)cccc1. The result is 0 (inactive). (7) The compound is O(c1c(CN(C)C)cc(c(c1)C)C)C(=O)N(C)C. The result is 0 (inactive).